From a dataset of Forward reaction prediction with 1.9M reactions from USPTO patents (1976-2016). Predict the product of the given reaction. Given the reactants C(N(CC)CC)C.[Cl:8][C:9]1[C:14]([C:15]([F:18])([F:17])[F:16])=[CH:13][N:12]=[C:11]2[NH:19][CH:20]=[C:21]([NH2:22])[C:10]=12.[C:23](O)(=[O:30])[C:24]1[CH:29]=[CH:28][CH:27]=[N:26][CH:25]=1.C1N(P(Cl)(N2C(=O)OCC2)=O)C(=O)OC1, predict the reaction product. The product is: [Cl:8][C:9]1[C:14]([C:15]([F:18])([F:16])[F:17])=[CH:13][N:12]=[C:11]2[NH:19][CH:20]=[C:21]([NH:22][C:23](=[O:30])[C:24]3[CH:29]=[CH:28][CH:27]=[N:26][CH:25]=3)[C:10]=12.